This data is from Reaction yield outcomes from USPTO patents with 853,638 reactions. The task is: Predict the reaction yield, written as a fraction of the theoretical maximum amount of product (1.0 means a 100% yield; for example, 0.34 means a 34% yield). (1) The reactants are FC(F)(F)C(O)=O.[F:8][C:9]([F:58])([F:57])[C:10]1[CH:11]=[C:12]([C:20]([CH3:56])([CH3:55])[C:21]([N:23]([CH3:54])[C:24]2[C:25]([C:46]3[CH:51]=[CH:50][C:49]([F:52])=[CH:48][C:47]=3[CH3:53])=[CH:26][C:27]([C:30]#[C:31][CH2:32][C@@H:33]([NH:38]C(OC(C)(C)C)=O)[C:34]([O:36][CH3:37])=[O:35])=[N:28][CH:29]=2)=[O:22])[CH:13]=[C:14]([C:16]([F:19])([F:18])[F:17])[CH:15]=1. The catalyst is ClCCl.C([O-])(O)=O.[Na+]. The product is [NH2:38][C@H:33]([CH2:32][C:31]#[C:30][C:27]1[CH:26]=[C:25]([C:46]2[CH:51]=[CH:50][C:49]([F:52])=[CH:48][C:47]=2[CH3:53])[C:24]([N:23]([C:21](=[O:22])[C:20]([C:12]2[CH:11]=[C:10]([C:9]([F:57])([F:58])[F:8])[CH:15]=[C:14]([C:16]([F:18])([F:17])[F:19])[CH:13]=2)([CH3:55])[CH3:56])[CH3:54])=[CH:29][N:28]=1)[C:34]([O:36][CH3:37])=[O:35]. The yield is 0.890. (2) The reactants are [C:1](=[N:14][NH2:15])([C:8]1[CH:13]=[CH:12][CH:11]=[CH:10][CH:9]=1)[C:2]1[CH:7]=[CH:6][CH:5]=[CH:4][CH:3]=1.[F:16][C:17]1[CH:18]=[C:19]([C:24](=O)[CH3:25])[CH:20]=[C:21]([F:23])[CH:22]=1.C(Cl)(Cl)Cl. The catalyst is ClCCl. The product is [F:16][C:17]1[CH:18]=[C:19]([C:24](=[N:15][N:14]=[C:1]([C:8]2[CH:9]=[CH:10][CH:11]=[CH:12][CH:13]=2)[C:2]2[CH:7]=[CH:6][CH:5]=[CH:4][CH:3]=2)[CH3:25])[CH:20]=[C:21]([F:23])[CH:22]=1. The yield is 0.800. (3) The product is [NH2:2][CH2:5][CH:4]([OH:6])[CH2:3][N:7]([CH2:10][CH3:11])[CH2:8][CH3:9]. The reactants are [OH-].[NH4+:2].[CH2:3]([N:7]([CH2:10][CH3:11])[CH2:8][CH3:9])[CH:4]1[O:6][CH2:5]1. The yield is 0.920. No catalyst specified. (4) The reactants are [NH2:1][C@@H:2]([CH2:33][C:34]1[CH:39]=[CH:38][CH:37]=[CH:36][CH:35]=1)[CH2:3][C@H:4]([OH:32])[C@@H:5]([NH:19][C:20]([C@@H:22]([NH:27][C:28](=[O:31])[O:29][CH3:30])[C:23]([CH3:26])([CH3:25])[CH3:24])=[O:21])[CH2:6][C:7]1[CH:12]=[CH:11][C:10]([C:13]2[CH:18]=[CH:17][CH:16]=[CH:15][N:14]=2)=[CH:9][CH:8]=1.[CH3:40][O:41][C:42]([NH:44][C@@H:45]([C:49]([CH3:52])([CH3:51])[CH3:50])[C:46](O)=[O:47])=[O:43].CCOP(ON1N=NC2C=CC=CC=2C1=O)(OCC)=O.C(N(CC)C(C)C)(C)C. The catalyst is C1COCC1. The product is [CH3:30][O:29][C:28](=[O:31])[NH:27][C@@H:22]([C:23]([CH3:25])([CH3:26])[CH3:24])[C:20](=[O:21])[NH:19][C@@H:5]([CH2:6][C:7]1[CH:12]=[CH:11][C:10]([C:13]2[CH:18]=[CH:17][CH:16]=[CH:15][N:14]=2)=[CH:9][CH:8]=1)[C@@H:4]([OH:32])[CH2:3][C@H:2]([CH2:33][C:34]1[CH:35]=[CH:36][CH:37]=[CH:38][CH:39]=1)[NH:1][C:46](=[O:47])[C@H:45]([C:49]([CH3:51])([CH3:50])[CH3:52])[NH:44][C:42](=[O:43])[O:41][CH3:40]. The yield is 0.450. (5) The reactants are [CH2:1]([O:3][C:4](=[O:29])[CH2:5][CH2:6][CH2:7][CH2:8][CH2:9][O:10][CH2:11][CH2:12][O:13][CH2:14][CH2:15][O:16][CH2:17][CH2:18][O:19][CH2:20][CH2:21][O:22][CH2:23][CH2:24][O:25][CH2:26][CH2:27]O)[CH3:2].C(N(CC)CC)C.[CH3:37][S:38](Cl)(=[O:40])=[O:39]. The catalyst is ClCCl. The product is [CH2:1]([O:3][C:4](=[O:29])[CH2:5][CH2:6][CH2:7][CH2:8][CH2:9][O:10][CH2:11][CH2:12][O:13][CH2:14][CH2:15][O:16][CH2:17][CH2:18][O:19][CH2:20][CH2:21][O:22][CH2:23][CH2:24][O:25][CH2:26][CH2:27][S:38]([CH3:37])(=[O:40])=[O:39])[CH3:2]. The yield is 0.830. (6) The reactants are C[O:2][C:3]1[C:8]2[NH:9][C:10]([C:12]3[S:13][CH:14]=[CH:15][CH:16]=3)=[N:11][C:7]=2[C:6]([C:17]([NH:19][CH:20]2[CH2:25][CH2:24][CH:23]([C:26]([OH:28])=[O:27])[CH2:22][CH2:21]2)=[O:18])=[CH:5][CH:4]=1.B(Br)(Br)Br. No catalyst specified. The product is [OH:2][C:3]1[C:8]2[NH:9][C:10]([C:12]3[S:13][CH:14]=[CH:15][CH:16]=3)=[N:11][C:7]=2[C:6]([C:17]([NH:19][CH:20]2[CH2:21][CH2:22][CH:23]([C:26]([OH:28])=[O:27])[CH2:24][CH2:25]2)=[O:18])=[CH:5][CH:4]=1. The yield is 0.350.